From a dataset of Full USPTO retrosynthesis dataset with 1.9M reactions from patents (1976-2016). Predict the reactants needed to synthesize the given product. (1) The reactants are: O[C:2]1([C:17]2[CH:22]=[CH:21][CH:20]=[CH:19][C:18]=2[O:23][CH2:24][O:25][CH3:26])[C:15]2[C:10](=[CH:11][CH:12]=[CH:13][CH:14]=2)[C:9](=O)[C:8]2[CH:7]=[CH:6][CH:5]=[CH:4][C:3]1=2.O.CC(O)=O. Given the product [CH3:26][O:25][CH2:24][O:23][C:18]1[CH:19]=[CH:20][CH:21]=[CH:22][C:17]=1[C:2]1[C:3]2[C:8]([CH:9]=[C:10]3[C:15]=1[CH:14]=[CH:13][CH:12]=[CH:11]3)=[CH:7][CH:6]=[CH:5][CH:4]=2, predict the reactants needed to synthesize it. (2) Given the product [F:1][C:2]([F:12])([C:5]([F:10])([F:11])[C:6]([F:7])([F:8])[F:9])[CH2:3][O:4][C:14]1[CH:21]=[CH:20][C:17]([CH:18]=[O:19])=[CH:16][CH:15]=1, predict the reactants needed to synthesize it. The reactants are: [F:1][C:2]([F:12])([C:5]([F:11])([F:10])[C:6]([F:9])([F:8])[F:7])[CH2:3][OH:4].F[C:14]1[CH:21]=[CH:20][C:17]([CH:18]=[O:19])=[CH:16][CH:15]=1.[H-].[Na+]. (3) Given the product [Cl:1][C:2]1[CH:7]=[C:6]([Cl:8])[CH:5]=[CH:4][C:3]=1[C:9]1[N:10]2[N:18]=[C:17]([CH3:19])[C:16]([CH2:27][N:23]([CH2:24][CH2:25][CH3:26])[CH2:20][CH2:21][CH3:22])=[C:11]2[O:12][C:13]=1[CH2:14][CH3:15], predict the reactants needed to synthesize it. The reactants are: [Cl:1][C:2]1[CH:7]=[C:6]([Cl:8])[CH:5]=[CH:4][C:3]=1[C:9]1[N:10]2[N:18]=[C:17]([CH3:19])[CH:16]=[C:11]2[O:12][C:13]=1[CH2:14][CH3:15].[CH2:20]([NH:23][CH2:24][CH2:25][CH3:26])[CH2:21][CH3:22].[CH2:27]=O. (4) Given the product [CH:2]([C:3]1[C:8]([CH3:9])=[CH:7][C:6]([NH:10][C:11]([CH2:13][CH2:14][N:15]2[CH2:16][CH2:17][CH:18]([O:21][C:22](=[O:36])[NH:23][C:24]3[CH:29]=[CH:28][CH:27]=[CH:26][C:25]=3[C:30]3[CH:35]=[CH:34][CH:33]=[CH:32][CH:31]=3)[CH2:19][CH2:20]2)=[O:12])=[C:5]([CH3:37])[CH:4]=1)=[O:1], predict the reactants needed to synthesize it. The reactants are: [OH:1][CH2:2][C:3]1[C:8]([CH3:9])=[CH:7][C:6]([NH:10][C:11]([CH2:13][CH2:14][N:15]2[CH2:20][CH2:19][CH:18]([O:21][C:22](=[O:36])[NH:23][C:24]3[CH:29]=[CH:28][CH:27]=[CH:26][C:25]=3[C:30]3[CH:35]=[CH:34][CH:33]=[CH:32][CH:31]=3)[CH2:17][CH2:16]2)=[O:12])=[C:5]([CH3:37])[CH:4]=1.CS(C)=O.C(N(C(C)C)CC)(C)C.O.